From a dataset of Full USPTO retrosynthesis dataset with 1.9M reactions from patents (1976-2016). Predict the reactants needed to synthesize the given product. (1) Given the product [O:3]1[C:7]2([CH2:12][CH2:11][C:10](=[CH:8][C:7]([O:3][CH2:4][CH3:5])=[O:6])[CH2:9][CH2:8]2)[O:6][CH2:5][CH2:4]1, predict the reactants needed to synthesize it. The reactants are: [H-].[Na+].[O:3]1[C:7]2([CH2:12][CH2:11][C:10](=O)[CH2:9][CH2:8]2)[O:6][CH2:5][CH2:4]1. (2) Given the product [CH3:20][O:21][C:22]1[CH:23]=[CH:24][C:25]([S:28]([N:17]2[CH2:18][CH2:19][CH:14]([N:9]3[CH2:13][CH2:12][CH2:11][CH2:10]3)[CH2:15][CH2:16]2)(=[O:30])=[O:29])=[CH:26][CH:27]=1, predict the reactants needed to synthesize it. The reactants are: CCOC(C)=O.CO.[N:9]1([CH:14]2[CH2:19][CH2:18][NH:17][CH2:16][CH2:15]2)[CH2:13][CH2:12][CH2:11][CH2:10]1.[CH3:20][O:21][C:22]1[CH:27]=[CH:26][C:25]([S:28](Cl)(=[O:30])=[O:29])=[CH:24][CH:23]=1. (3) Given the product [ClH:23].[NH2:19][C:14]1[CH:15]=[N:16][C:17]2[C:12]([C:13]=1[OH:27])=[CH:11][CH:10]=[C:9]([O:8][CH2:1][C:2]1[CH:7]=[CH:6][CH:5]=[CH:4][CH:3]=1)[CH:18]=2, predict the reactants needed to synthesize it. The reactants are: [CH2:1]([O:8][C:9]1(O)[CH:18]=[C:17]2[C:12]([CH:13]=[C:14]([N+:19]([O-])=O)[CH:15]=[N:16]2)=[CH:11][CH2:10]1)[C:2]1[CH:7]=[CH:6][CH:5]=[CH:4][CH:3]=1.[ClH:23].CN(C)C=[O:27]. (4) The reactants are: [C:1]([O:5][C:6]([N:8]1[CH2:13][CH2:12][N:11]2[C:14](S(C)(=O)=O)=[N:15][C:16]([C:17]([F:20])([F:19])[F:18])=[C:10]2[CH:9]1[CH2:25][CH2:26][C:27]1[CH:32]=[CH:31][C:30]([C:33]([F:36])([F:35])[F:34])=[CH:29][CH:28]=1)=[O:7])([CH3:4])([CH3:3])[CH3:2].C(Cl)Cl.[CH3:40][OH:41]. Given the product [C:1]([O:5][C:6]([N:8]1[CH2:13][CH2:12][N:11]2[C:14]([O:41][CH3:40])=[N:15][C:16]([C:17]([F:20])([F:19])[F:18])=[C:10]2[CH:9]1[CH2:25][CH2:26][C:27]1[CH:32]=[CH:31][C:30]([C:33]([F:36])([F:35])[F:34])=[CH:29][CH:28]=1)=[O:7])([CH3:4])([CH3:3])[CH3:2], predict the reactants needed to synthesize it. (5) Given the product [Cl:2][C:3]1[N:8]=[C:7]([C:9]2[N:10]=[C:14]([OH:15])[CH:13]=[C:12]([OH:18])[N:11]=2)[CH:6]=[CH:5][CH:4]=1, predict the reactants needed to synthesize it. The reactants are: [Na].[Cl:2][C:3]1[N:8]=[C:7]([C:9](=[NH:11])[NH2:10])[CH:6]=[CH:5][CH:4]=1.[C:12](OC)(=[O:18])[CH2:13][C:14](OC)=[O:15]. (6) Given the product [CH3:38][O:37][C:34]1[CH:35]=[CH:36][C:31]([C:28]2[CH:29]=[N:30][C:25]([N:13]3[CH2:14][C:15]4[C:16](=[O:43])[C:17]5[CH:18]=[CH:19][CH:20]=[CH:21][C:22]=5[NH:23][C:24]=4[CH:12]3[C:7]3[CH:8]=[CH:9][C:10]4[O:11][CH2:3][O:4][C:5]=4[CH:6]=3)=[N:26][CH:27]=2)=[CH:32][CH:33]=1, predict the reactants needed to synthesize it. The reactants are: [H-].[Na+].[CH2:3]1[O:11][C:10]2[CH:9]=[CH:8][C:7]([CH:12]3[C:24]4[NH:23][C:22]5[C:17](=[CH:18][CH:19]=[CH:20][CH:21]=5)[C:16]=4[CH2:15][CH2:14][N:13]3[C:25]3[N:30]=[CH:29][C:28]([C:31]4[CH:36]=[CH:35][C:34]([O:37][CH3:38])=[CH:33][CH:32]=4)=[CH:27][N:26]=3)=[CH:6][C:5]=2[O:4]1.CN(C=[O:43])C. (7) Given the product [Cl:1][C:2]1[C:3]([CH3:27])=[C:4]([NH:10][C@@H:11]([C:12]2[O:23][C:16]([C:17]3[CH:22]=[CH:21][CH:20]=[CH:19][CH:18]=3)=[N:15][N:14]=2)[C@H:24]([OH:26])[CH3:25])[CH:5]=[CH:6][C:7]=1[C:8]#[N:9], predict the reactants needed to synthesize it. The reactants are: [Cl:1][C:2]1[C:3]([CH3:27])=[C:4]([NH:10][C@H:11]([C@H:24]([OH:26])[CH3:25])[C:12]([NH:14][NH:15][C:16](=[O:23])[C:17]2[CH:22]=[CH:21][CH:20]=[CH:19][CH:18]=2)=O)[CH:5]=[CH:6][C:7]=1[C:8]#[N:9].CCN(P1(N(C)CCCN1C)=NC(C)(C)C)CC. (8) Given the product [CH2:12]([O:11][C:9]([C:6]1[N:7]([CH3:8])[C:3]([C:1]([OH:20])=[O:2])=[CH:4][CH:5]=1)=[O:10])[C:13]1[CH:18]=[CH:17][CH:16]=[CH:15][CH:14]=1, predict the reactants needed to synthesize it. The reactants are: [CH:1]([C:3]1[N:7]([CH3:8])[C:6]([C:9]([O:11][CH2:12][C:13]2[CH:18]=[CH:17][CH:16]=[CH:15][CH:14]=2)=[O:10])=[CH:5][CH:4]=1)=[O:2].[Mn]([O-])(=O)(=O)=[O:20].[K+].OS([O-])=O.[Na+]. (9) Given the product [C:24]1([CH:22]=[CH:13][C:7]2[CH:8]=[CH:9][CH:10]=[CH:11][CH:12]=2)[CH:25]=[CH:26][C:27]([P:30]([C:31]2[CH:32]=[CH:33][C:34]([CH:37]=[CH:22][C:24]3[CH:29]=[CH:28][CH:27]=[CH:26][CH:25]=3)=[CH:35][CH:36]=2)[C:39]2[CH:40]=[CH:41][C:42]([CH:45]=[CH:1][C:2]3[CH:5]=[CH:36][CH:31]=[CH:32][CH:3]=3)=[CH:43][CH:44]=2)=[CH:28][CH:29]=1, predict the reactants needed to synthesize it. The reactants are: [CH3:1][C:2]([CH3:5])([O-])[CH3:3].[Na+].[C:7]1([CH2:13]P(OCC)(=O)OCC)[CH:12]=[CH:11][CH:10]=[CH:9][CH:8]=1.[CH:22]([C:24]1[CH:29]=[CH:28][C:27]([P:30]([C:39]2[CH:44]=[CH:43][C:42]([CH:45]=O)=[CH:41][CH:40]=2)[C:31]2[CH:36]=[CH:35][C:34]([CH:37]=O)=[CH:33][CH:32]=2)=[CH:26][CH:25]=1)=O.Cl.